This data is from Full USPTO retrosynthesis dataset with 1.9M reactions from patents (1976-2016). The task is: Predict the reactants needed to synthesize the given product. Given the product [CH3:1][CH:2]([CH2:8][CH2:9][CH2:10][CH3:11])[CH2:3][CH2:4][C:5]([Cl:14])=[O:6], predict the reactants needed to synthesize it. The reactants are: [CH3:1][CH:2]([CH2:8][CH2:9][CH2:10][CH3:11])[CH2:3][CH2:4][C:5](O)=[O:6].O=S(Cl)[Cl:14].